From a dataset of Full USPTO retrosynthesis dataset with 1.9M reactions from patents (1976-2016). Predict the reactants needed to synthesize the given product. Given the product [CH3:9][C:7]1[CH:8]=[C:3]([CH2:2][C:29]#[N:30])[CH:4]=[C:5]([S:10]([C:13]2[CH:14]=[C:15]([C:19]3[CH:24]=[CH:23][C:22]([C:25]([F:28])([F:27])[F:26])=[CH:21][CH:20]=3)[CH:16]=[CH:17][CH:18]=2)(=[O:12])=[O:11])[CH:6]=1, predict the reactants needed to synthesize it. The reactants are: Br[CH2:2][C:3]1[CH:4]=[C:5]([S:10]([C:13]2[CH:14]=[C:15]([C:19]3[CH:24]=[CH:23][C:22]([C:25]([F:28])([F:27])[F:26])=[CH:21][CH:20]=3)[CH:16]=[CH:17][CH:18]=2)(=[O:12])=[O:11])[CH:6]=[C:7]([CH3:9])[CH:8]=1.[C-:29]#[N:30].[Na+].